The task is: Predict which catalyst facilitates the given reaction.. This data is from Catalyst prediction with 721,799 reactions and 888 catalyst types from USPTO. (1) Reactant: Cl[C:2]1[N:11]=[C:10]2[C:5]([C:6](=[O:18])[C:7]([C:15]([OH:17])=[O:16])=[CH:8][N:9]2[CH:12]2[CH2:14][CH2:13]2)=[CH:4][C:3]=1[F:19].Cl.[C:21]([NH:24][CH2:25][C@@H:26]1[O:30][C:29](=[O:31])[N:28]([C:32]2[CH:75]=[CH:74][C:35]([O:36][CH2:37][C:38]3([O:44][C:45](=[O:73])[CH:46]([NH:62][C:63]([O:65][CH2:66][C:67]4[CH:72]=[CH:71][CH:70]=[CH:69][CH:68]=4)=[O:64])[CH2:47][CH2:48][CH2:49][CH2:50][NH:51][C:52]([O:54][CH2:55][C:56]4[CH:61]=[CH:60][CH:59]=[CH:58][CH:57]=4)=[O:53])[CH2:43][CH2:42][NH:41][CH2:40][CH2:39]3)=[C:34]([F:76])[CH:33]=2)[CH2:27]1)(=[O:23])[CH3:22].C(N(CC)CC)C.C[Si](C)(C)Cl. Product: [C:21]([NH:24][CH2:25][C@@H:26]1[O:30][C:29](=[O:31])[N:28]([C:32]2[CH:75]=[CH:74][C:35]([O:36][CH2:37][C:38]3([O:44][C:45](=[O:73])[CH:46]([NH:62][C:63]([O:65][CH2:66][C:67]4[CH:72]=[CH:71][CH:70]=[CH:69][CH:68]=4)=[O:64])[CH2:47][CH2:48][CH2:49][CH2:50][NH:51][C:52]([O:54][CH2:55][C:56]4[CH:57]=[CH:58][CH:59]=[CH:60][CH:61]=4)=[O:53])[CH2:39][CH2:40][N:41]([C:2]4[N:11]=[C:10]5[C:5]([C:6](=[O:18])[C:7]([C:15]([OH:17])=[O:16])=[CH:8][N:9]5[CH:12]5[CH2:14][CH2:13]5)=[CH:4][C:3]=4[F:19])[CH2:42][CH2:43]3)=[C:34]([F:76])[CH:33]=2)[CH2:27]1)(=[O:23])[CH3:22]. The catalyst class is: 60. (2) Reactant: Br[C:2]1[C:3]([CH3:21])([CH3:20])[O:4][C:5]2[CH:12]=[C:11]([O:13][CH2:14][O:15][CH3:16])[C:10]([N+:17]([O-:19])=[O:18])=[CH:9][C:6]=2[C:7]=1[OH:8].[OH-].[Na+].O. Product: [O:8]1[CH:7]2[CH:2]1[C:3]([CH3:21])([CH3:20])[O:4][C:5]1[CH:12]=[C:11]([O:13][CH2:14][O:15][CH3:16])[C:10]([N+:17]([O-:19])=[O:18])=[CH:9][C:6]=12. The catalyst class is: 12. (3) Reactant: Cl[C:2]1[N:11]=[C:10]([OH:12])[C:9]2[C:4](=[CH:5][C:6]([O:15][CH3:16])=[C:7]([O:13][CH3:14])[CH:8]=2)[N:3]=1.[CH2:17]([O:19][C:20]([C:22]1([CH2:28][C:29]2[CH:34]=[CH:33][CH:32]=[CH:31][CH:30]=2)[CH2:27][CH2:26][NH:25][CH2:24][CH2:23]1)=[O:21])[CH3:18].Cl.CCN(C(C)C)C(C)C. Product: [CH2:17]([O:19][C:20]([C:22]1([CH2:28][C:29]2[CH:30]=[CH:31][CH:32]=[CH:33][CH:34]=2)[CH2:23][CH2:24][N:25]([C:2]2[N:11]=[C:10]([OH:12])[C:9]3[C:4](=[CH:5][C:6]([O:15][CH3:16])=[C:7]([O:13][CH3:14])[CH:8]=3)[N:3]=2)[CH2:26][CH2:27]1)=[O:21])[CH3:18]. The catalyst class is: 8. (4) Reactant: C(OP([CH2:9][C:10]([O:12][CH2:13][CH3:14])=[O:11])(OCC)=O)C.[H-].[Na+].[CH2:17]([C:21]1[C:30]([C:31]#[N:32])=[C:29]([C:33]2[CH:38]=[CH:37][C:36]([CH3:39])=[CH:35][CH:34]=2)[C:28]2[C:23](=[CH:24][CH:25]=[C:26](/[CH:40]=[CH:41]/[CH:42]=O)[CH:27]=2)[N:22]=1)[CH:18]([CH3:20])[CH3:19]. Product: [C:31]([C:30]1[C:21]([CH2:17][CH:18]([CH3:20])[CH3:19])=[N:22][C:23]2[C:28]([C:29]=1[C:33]1[CH:38]=[CH:37][C:36]([CH3:39])=[CH:35][CH:34]=1)=[CH:27][C:26](/[CH:40]=[CH:41]/[CH:42]=[CH:9]/[C:10]([O:12][CH2:13][CH3:14])=[O:11])=[CH:25][CH:24]=2)#[N:32]. The catalyst class is: 54. (5) Reactant: [CH2:1]([NH:3][CH2:4][CH2:5][CH2:6][O:7][C:8]1[CH:9]=[N:10][CH:11]=[CH:12][CH:13]=1)[CH3:2].[O:14]=[C:15]([OH:27])[C@@H:16]([C@H:18]([C@H:20]([C@@H:22]([C:24]([OH:26])=[O:25])[OH:23])[OH:21])[OH:19])[OH:17].O. Product: [O:14]=[C:15]([OH:27])[C@@H:16]([C@H:18]([C@H:20]([C@@H:22]([C:24]([OH:26])=[O:25])[OH:23])[OH:21])[OH:19])[OH:17].[CH2:1]([NH:3][CH2:4][CH2:5][CH2:6][O:7][C:8]1[CH:9]=[N:10][CH:11]=[CH:12][CH:13]=1)[CH3:2].[CH2:1]([NH:3][CH2:4][CH2:5][CH2:6][O:7][C:8]1[CH:9]=[N:10][CH:11]=[CH:12][CH:13]=1)[CH3:2]. The catalyst class is: 8. (6) Reactant: [CH2:1]([O:8][C:9]1[C:10]([CH3:23])=[N:11][C:12]([N:16]2[C:20]([CH3:21])=[CH:19][CH:18]=[C:17]2[CH3:22])=[N:13][C:14]=1[CH3:15])[C:2]1[CH:7]=[CH:6][CH:5]=[CH:4][CH:3]=1.Br[CH2:25][CH2:26][CH2:27][CH2:28][CH2:29][CH2:30][CH2:31][CH2:32][CH2:33][O:34][CH2:35][O:36][CH3:37].[Li]CCCC. Product: [CH2:1]([O:8][C:9]1[C:14]([CH2:15][CH2:25][CH2:26][CH2:27][CH2:28][CH2:29][CH2:30][CH2:31][CH2:32][CH2:33][O:34][CH2:35][O:36][CH3:37])=[N:13][C:12]([N:16]2[C:20]([CH3:21])=[CH:19][CH:18]=[C:17]2[CH3:22])=[N:11][C:10]=1[CH3:23])[C:2]1[CH:7]=[CH:6][CH:5]=[CH:4][CH:3]=1. The catalyst class is: 773. (7) Reactant: C1CCC(N=C=NC2CCCCC2)CC1.[OH:16][N:17]1[C:22](=[O:23])[CH2:21][CH2:20][C:18]1=[O:19].[C:24]([O:28][C:29]([NH:31][CH2:32][C:33](O)=[O:34])=[O:30])([CH3:27])([CH3:26])[CH3:25]. Product: [C:24]([O:28][C:29]([NH:31][CH2:32][C:33]([O:16][N:17]1[C:22](=[O:23])[CH2:21][CH2:20][C:18]1=[O:19])=[O:34])=[O:30])([CH3:27])([CH3:26])[CH3:25]. The catalyst class is: 3.